Predict which catalyst facilitates the given reaction. From a dataset of Catalyst prediction with 721,799 reactions and 888 catalyst types from USPTO. (1) Reactant: C[O-].[Na+].O1CCCC1.[CH:9]1([CH2:13][N:14]([CH2:33][CH3:34])[C:15]2[C:24]([CH2:25][NH:26][C:27]3[CH:31]=[C:30]([CH3:32])[O:29][N:28]=3)=[CH:23][C:22]3[C:17](=[CH:18][CH:19]=[CH:20][CH:21]=3)[N:16]=2)[CH2:12][CH2:11][CH2:10]1.[F:35][C:36]([F:50])([F:49])[C:37]1[CH:38]=[C:39]([CH:42]=[C:43]([C:45]([F:48])([F:47])[F:46])[CH:44]=1)[CH2:40]Br. Product: [F:35][C:36]([F:49])([F:50])[C:37]1[CH:38]=[C:39]([CH:42]=[C:43]([C:45]([F:48])([F:46])[F:47])[CH:44]=1)[CH2:40][N:26]([CH2:25][C:24]1[C:15]([N:14]([CH2:13][CH:9]2[CH2:12][CH2:11][CH2:10]2)[CH2:33][CH3:34])=[N:16][C:17]2[C:22]([CH:23]=1)=[CH:21][CH:20]=[CH:19][CH:18]=2)[C:27]1[CH:31]=[C:30]([CH3:32])[O:29][N:28]=1. The catalyst class is: 69. (2) Reactant: [Na].[Cl:2][C:3]1[N:11]=[C:10]2[C:6]([NH:7][CH:8]=[N:9]2)=[C:5]([N:12]2[CH:16]=[CH:15][N:14]=[C:13]2[CH2:17][CH2:18][CH3:19])[N:4]=1.[C:20]1([CH3:46])[CH:25]=[CH:24][C:23]([C:26]([O:28][C@@H:29]2[C@@H:33]([CH2:34][O:35][C:36]([C:38]3[CH:43]=[CH:42][C:41]([CH3:44])=[CH:40][CH:39]=3)=[O:37])[O:32][C@H:31](Cl)[CH2:30]2)=[O:27])=[CH:22][CH:21]=1.CO.C(Cl)Cl. Product: [Cl:2][C:3]1[N:11]=[C:10]2[C:6]([N:7]=[CH:8][N:9]2[C@@H:31]2[O:32][C@H:33]([CH2:34][O:35][C:36]([C:38]3[CH:39]=[CH:40][C:41]([CH3:44])=[CH:42][CH:43]=3)=[O:37])[C@@H:29]([O:28][C:26]([C:23]3[CH:22]=[CH:21][C:20]([CH3:46])=[CH:25][CH:24]=3)=[O:27])[CH2:30]2)=[C:5]([N:12]2[CH:16]=[CH:15][N:14]=[C:13]2[CH2:17][CH2:18][CH3:19])[N:4]=1. The catalyst class is: 496.